From a dataset of Forward reaction prediction with 1.9M reactions from USPTO patents (1976-2016). Predict the product of the given reaction. Given the reactants C(N(CC)CC)C.[C:8]([Si:12]([CH3:15])([CH3:14])Cl)([CH3:11])([CH3:10])[CH3:9].[Br:16][C:17]1[CH:22]=[CH:21][C:20]([NH:23][CH2:24][CH2:25][OH:26])=[CH:19][C:18]=1[CH3:27], predict the reaction product. The product is: [Br:16][C:17]1[CH:22]=[CH:21][C:20]([NH:23][CH2:24][CH2:25][O:26][Si:12]([C:8]([CH3:11])([CH3:10])[CH3:9])([CH3:15])[CH3:14])=[CH:19][C:18]=1[CH3:27].